From a dataset of Catalyst prediction with 721,799 reactions and 888 catalyst types from USPTO. Predict which catalyst facilitates the given reaction. (1) Product: [Cl:15][C:13]1[CH:12]=[CH:11][N:10]=[C:9]([C@H:7]([OH:6])[CH3:8])[N:14]=1. The catalyst class is: 12. Reactant: C([O:6][C@@H:7]([C:9]1[N:14]=[C:13]([Cl:15])[CH:12]=[CH:11][N:10]=1)[CH3:8])(=O)CCC.Cl. (2) Reactant: [CH:1]1([CH2:6][CH:7]([N:11]2[C:19]3[C:14](=[CH:15][C:16]([O:20][CH3:21])=[CH:17][CH:18]=3)[C:13](=[O:22])[C:12]2=[O:23])[C:8]([OH:10])=O)[CH2:5][CH2:4][CH2:3][CH2:2]1.[CH3:24][N:25]1[CH:29]=[CH:28][C:27]([NH2:30])=[N:26]1.C(N(CC)C(C)C)(C)C.F[P-](F)(F)(F)(F)F.N1(O[P+](N(C)C)(N(C)C)N(C)C)C2C=CC=CC=2N=N1. Product: [CH:1]1([CH2:6][CH:7]([N:11]2[C:19]3[C:14](=[CH:15][C:16]([O:20][CH3:21])=[CH:17][CH:18]=3)[C:13](=[O:22])[C:12]2=[O:23])[C:8]([NH:30][C:27]2[CH:28]=[CH:29][N:25]([CH3:24])[N:26]=2)=[O:10])[CH2:2][CH2:3][CH2:4][CH2:5]1. The catalyst class is: 42. (3) Reactant: Cl[C:2](Cl)([O:4]C(=O)OC(Cl)(Cl)Cl)Cl.[F:13][C:14]1[CH:19]=[CH:18][C:17]([N:20]2[CH2:24][CH2:23][NH:22][C:21]2=[O:25])=[CH:16][CH:15]=1.[NH2:26][C:27]1[CH:51]=[CH:50][C:30]([O:31][C:32]2[CH:37]=[CH:36][N:35]=[C:34]3[CH:38]=[C:39]([C:41]4[CH2:46][CH2:45][N:44]([C:47](=O)C)[CH2:43][CH:42]=4)[S:40][C:33]=23)=[C:29]([F:52])[CH:28]=1.CCN(C(C)C)C(C)C. Product: [F:52][C:29]1[CH:28]=[C:27]([NH:26][C:2]([N:22]2[CH2:23][CH2:24][N:20]([C:17]3[CH:16]=[CH:15][C:14]([F:13])=[CH:19][CH:18]=3)[C:21]2=[O:25])=[O:4])[CH:51]=[CH:50][C:30]=1[O:31][C:32]1[CH:37]=[CH:36][N:35]=[C:34]2[CH:38]=[C:39]([C:41]3[CH2:46][CH2:45][N:44]([CH3:47])[CH2:43][CH:42]=3)[S:40][C:33]=12. The catalyst class is: 36.